This data is from Forward reaction prediction with 1.9M reactions from USPTO patents (1976-2016). The task is: Predict the product of the given reaction. (1) Given the reactants Cl[CH2:2][C:3]1[C:4]([S:9][CH:10]2[CH2:14][CH2:13][CH2:12][CH2:11]2)=[N:5][CH:6]=[CH:7][CH:8]=1.C([O:17][C:18]([CH:20]1[CH2:22][CH:21]1[C:23]1[CH:28]=[CH:27][C:26]([OH:29])=[C:25]([F:30])[CH:24]=1)=[O:19])C, predict the reaction product. The product is: [CH:10]1([S:9][C:4]2[C:3]([CH2:2][O:29][C:26]3[CH:27]=[CH:28][C:23]([CH:21]4[CH2:22][CH:20]4[C:18]([OH:19])=[O:17])=[CH:24][C:25]=3[F:30])=[CH:8][CH:7]=[CH:6][N:5]=2)[CH2:14][CH2:13][CH2:12][CH2:11]1. (2) The product is: [NH2:1][C:2]1[N:10]=[CH:9][N:8]=[C:7]2[C:3]=1[N:4]=[C:5]([CH2:39][CH3:40])[N:6]2[C:11]1[CH:16]=[CH:15][C:14]([NH:17][C:18]([NH:20][C:21]2[CH:26]=[C:25]([C:27]([F:29])([F:30])[F:28])[CH:24]=[C:23]([CH2:31][N:32]3[CH2:33][CH2:34][N:35]([CH3:38])[CH2:36][CH2:37]3)[CH:22]=2)=[O:19])=[CH:13][CH:12]=1. Given the reactants [NH2:1][C:2]1[N:10]=[CH:9][N:8]=[C:7]2[C:3]=1[N:4]=[C:5]([CH:39]=[CH2:40])[N:6]2[C:11]1[CH:16]=[CH:15][C:14]([NH:17][C:18]([NH:20][C:21]2[CH:26]=[C:25]([C:27]([F:30])([F:29])[F:28])[CH:24]=[C:23]([CH2:31][N:32]3[CH2:37][CH2:36][N:35]([CH3:38])[CH2:34][CH2:33]3)[CH:22]=2)=[O:19])=[CH:13][CH:12]=1.[H][H], predict the reaction product.